This data is from Forward reaction prediction with 1.9M reactions from USPTO patents (1976-2016). The task is: Predict the product of the given reaction. Given the reactants [Cl:1][C:2]1[N:7]=[CH:6][C:5]([O:8][C:9]2[CH:14]=[CH:13][C:12]([CH2:15][OH:16])=[CH:11][C:10]=2[F:17])=[CH:4][CH:3]=1.Cl[C:19]1[CH:20]=[C:21]2[N:28](C(OC(C)(C)C)=O)[C:27]([CH3:37])([CH3:36])[CH2:26][N:22]2[C:23](=[O:25])[N:24]=1, predict the reaction product. The product is: [Cl:1][C:2]1[N:7]=[CH:6][C:5]([O:8][C:9]2[CH:14]=[CH:13][C:12]([CH2:15][O:16][C:19]3[CH:20]=[C:21]4[NH:28][C:27]([CH3:37])([CH3:36])[CH2:26][N:22]4[C:23](=[O:25])[N:24]=3)=[CH:11][C:10]=2[F:17])=[CH:4][CH:3]=1.